This data is from Catalyst prediction with 721,799 reactions and 888 catalyst types from USPTO. The task is: Predict which catalyst facilitates the given reaction. (1) Reactant: Cl.Cl.NC1NC2[NH:7][CH2:8][CH:9]([CH:15](O)[CH:16](O)[CH3:17])[NH:10]C=2C(=O)N=1.[N:20]([O-])=O.N[C:24]1[C:33](N)=[CH:32][C:32]2[C:26](=[CH:26][CH:25]=[CH:24][CH:33]=2)[CH:25]=1. Product: [NH:7]1[C:8]2[C:26]3[C:17]([CH:16]=[CH:15][C:9]=2[N:10]=[N:20]1)=[CH:32][CH:33]=[CH:24][CH:25]=3. The catalyst class is: 6. (2) Reactant: [C:1]1([NH:7][C:8]([C:10]2[C:14]([C:15]3[CH:20]=[CH:19][CH:18]=[C:17]([CH2:21][OH:22])[CH:16]=3)=[CH:13][N:12](CC3C=CC(OC)=CC=3)[N:11]=2)=[O:9])[CH:6]=[CH:5][CH:4]=[CH:3][CH:2]=1.C1(OC)C=CC=CC=1. Product: [C:1]1([NH:7][C:8]([C:10]2[C:14]([C:15]3[CH:20]=[CH:19][CH:18]=[C:17]([CH2:21][OH:22])[CH:16]=3)=[CH:13][NH:12][N:11]=2)=[O:9])[CH:6]=[CH:5][CH:4]=[CH:3][CH:2]=1. The catalyst class is: 55. (3) Reactant: [CH3:1][O:2][C:3]1[CH:4]=[N:5][C:6]2[CH:7]=[CH:8][CH:9]=[C:10]([OH:13])[C:11]=2[N:12]=1.C1C(=O)N([Cl:21])C(=O)C1. Product: [Cl:21][C:9]1[CH:8]=[CH:7][C:6]2[N:5]=[CH:4][C:3]([O:2][CH3:1])=[N:12][C:11]=2[C:10]=1[OH:13]. The catalyst class is: 15. (4) Reactant: [OH:1][CH2:2][C:3]1([N:12]2[C:16]3=[C:17]4[S:23][CH:22]=[CH:21][C:18]4=[N:19][CH:20]=[C:15]3[N:14]=[CH:13]2)[CH2:8][CH2:7][C:6](=[CH:9][C:10]#[N:11])[CH2:5][CH2:4]1.O.C(O)(C(F)(F)F)=O.C(#N)C. Product: [OH:1][CH2:2][C:3]1([N:12]2[C:16]3=[C:17]4[S:23][CH:22]=[CH:21][C:18]4=[N:19][CH:20]=[C:15]3[N:14]=[CH:13]2)[CH2:8][CH2:7][CH:6]([CH2:9][C:10]#[N:11])[CH2:5][CH2:4]1. The catalyst class is: 43. (5) Reactant: [CH3:1][O:2][C:3]1[C:8]([C:9]2[N:10]([C:24]3[CH:31]=[CH:30][C:27]([C:28]#[N:29])=[CH:26][CH:25]=3)[CH:11]=[C:12]([CH:14]3[CH2:19][C:18]([CH3:21])([CH3:20])[O:17][C:16]([CH3:23])([CH3:22])[CH2:15]3)[N:13]=2)=[CH:7][CH:6]=[CH:5][N:4]=1.C1C(=O)N([Cl:39])C(=O)C1. Product: [Cl:39][C:11]1[N:10]([C:24]2[CH:25]=[CH:26][C:27]([C:28]#[N:29])=[CH:30][CH:31]=2)[C:9]([C:8]2[C:3]([O:2][CH3:1])=[N:4][CH:5]=[CH:6][CH:7]=2)=[N:13][C:12]=1[CH:14]1[CH2:19][C:18]([CH3:20])([CH3:21])[O:17][C:16]([CH3:23])([CH3:22])[CH2:15]1. The catalyst class is: 10. (6) Reactant: [C:1]([C@@H:4]([NH:6][C:7]1[N:12]=[C:11]([C:13]2[CH:18]=[CH:17][C:16]([OH:19])=[CH:15][CH:14]=2)[N:10]=[C:9]([C:20]([NH2:22])=[O:21])[CH:8]=1)[CH3:5])(=[O:3])[NH2:2].F[C:24]1[CH:31]=[CH:30][C:27]([C:28]#[N:29])=[CH:26][CH:25]=1.C(=O)([O-])[O-].[K+].[K+]. Product: [C:1]([C@@H:4]([NH:6][C:7]1[N:12]=[C:11]([C:13]2[CH:18]=[CH:17][C:16]([O:19][C:24]3[CH:31]=[CH:30][C:27]([C:28]#[N:29])=[CH:26][CH:25]=3)=[CH:15][CH:14]=2)[N:10]=[C:9]([C:20]([NH2:22])=[O:21])[CH:8]=1)[CH3:5])(=[O:3])[NH2:2]. The catalyst class is: 9.